The task is: Predict the product of the given reaction.. This data is from Forward reaction prediction with 1.9M reactions from USPTO patents (1976-2016). (1) Given the reactants [CH3:1][C:2]1[C:6]([C:7]2[C:8](=[O:18])[NH:9][C:10](=[O:17])[N:11]([CH2:13][CH2:14][CH:15]=O)[CH:12]=2)=[CH:5][S:4][N:3]=1.[F:19][C:20]([F:34])([F:33])[C:21]1[CH:26]=[CH:25][C:24]([C@:27]23[CH2:32][C@H:31]2[CH2:30][NH:29][CH2:28]3)=[CH:23][CH:22]=1.C(O)(=O)C.C(O[BH-](OC(=O)C)OC(=O)C)(=O)C.[Na+].C([O-])(O)=O.[Na+], predict the reaction product. The product is: [CH3:1][C:2]1[C:6]([C:7]2[C:8](=[O:18])[NH:9][C:10](=[O:17])[N:11]([CH2:13][CH2:14][CH2:15][N:29]3[CH2:30][C@H:31]4[C@:27]([C:24]5[CH:23]=[CH:22][C:21]([C:20]([F:19])([F:34])[F:33])=[CH:26][CH:25]=5)([CH2:32]4)[CH2:28]3)[CH:12]=2)=[CH:5][S:4][N:3]=1. (2) Given the reactants [NH2:1][C:2]1[C:3]([C:10]([NH2:12])=[O:11])=[N:4][C:5]([O:8][CH3:9])=[CH:6][CH:7]=1.[CH2:13](OC(OCC)OCC)C, predict the reaction product. The product is: [CH3:9][O:8][C:5]1[CH:6]=[CH:7][C:2]2[N:1]=[CH:13][NH:12][C:10](=[O:11])[C:3]=2[N:4]=1. (3) Given the reactants [N:1]1[C:5]2[CH:6]=[CH:7][CH:8]=[CH:9][C:4]=2[NH:3][C:2]=1[S:10][CH2:11][CH2:12][N:13]1[CH2:18][CH2:17]N(C=O)[CH2:15][CH2:14]1.Cl.[CH:22](Cl)(Cl)Cl, predict the reaction product. The product is: [N:3]1[C:4]2[CH:9]=[CH:8][CH:7]=[CH:6][C:5]=2[NH:1][C:2]=1[S:10][CH2:11][CH2:12][N:13]1[CH2:14][CH2:15][CH2:22][CH2:17][CH2:18]1. (4) Given the reactants [F:1][C:2]1[CH:3]=[C:4]([CH:9]=[CH:10][C:11]=1[CH2:12][C:13]([C:15]1[CH:20]=[CH:19][C:18]([OH:21])=[CH:17][C:16]=1[F:22])=[O:14])[C:5]([O:7]C)=[O:6].[OH-].[Na+], predict the reaction product. The product is: [F:1][C:2]1[CH:3]=[C:4]([CH:9]=[CH:10][C:11]=1[CH2:12][C:13]([C:15]1[CH:20]=[CH:19][C:18]([OH:21])=[CH:17][C:16]=1[F:22])=[O:14])[C:5]([OH:7])=[O:6]. (5) Given the reactants [C:16]1([CH3:21])[CH:17]=[CH:18][CH:19]=[CH:20][C:15]=1P([C:15]1[CH:20]=[CH:19][CH:18]=[CH:17][C:16]=1[CH3:21])[C:15]1[CH:20]=[CH:19][CH:18]=[CH:17][C:16]=1[CH3:21].C1([NH:29]C2C=CC=CC=2)C=CC=CC=1.Br[CH:37]1[C:40]2[CH:41]=[CH:42][CH:43]=[CH:44][C:39]=2C1.CC(C)([O-])C.[Na+].[C:51]1(C)[CH:56]=[CH:55][CH:54]=[CH:53][CH:52]=1, predict the reaction product. The product is: [C:51]1([C:21]2([C:16]3[CH:15]=[CH:20][CH:19]=[CH:18][CH:17]=3)[C:41]3[CH:42]=[CH:43][CH:44]=[CH:39][C:40]=3[CH:37]2[NH2:29])[CH:56]=[CH:55][CH:54]=[CH:53][CH:52]=1. (6) Given the reactants C([O:5][C:6]([CH:8]=[CH:9][C:10]1[CH:19]=[CH:18][C:13]([C:14]([O:16][CH3:17])=[O:15])=[CH:12][CH:11]=1)=[O:7])(C)(C)C.FC(F)(F)C(O)=O, predict the reaction product. The product is: [C:6]([CH:8]=[CH:9][C:10]1[CH:19]=[CH:18][C:13]([C:14]([O:16][CH3:17])=[O:15])=[CH:12][CH:11]=1)([OH:7])=[O:5]. (7) Given the reactants I.[CH3:2][O:3][C:4]1[CH:5]=[C:6]([NH:16][C:17](SC)=[NH:18])[CH:7]=[CH:8][C:9]=1[N:10]1[CH:14]=[N:13][C:12]([CH3:15])=[N:11]1.[Cl:21][CH2:22][CH2:23][CH2:24][CH2:25][CH:26]([C:30]1[CH:35]=[CH:34][C:33]([S:36]([C:39]([F:42])([F:41])[F:40])(=[O:38])=[O:37])=[CH:32][CH:31]=1)[C:27](O)=O.CN1CCOCC1.C(N(CC)C(C)C)(C)C.[NH2:59][NH2:60], predict the reaction product. The product is: [Cl:21][CH2:22][CH2:23][CH2:24][CH2:25][CH:26]([C:27]1[NH:60][N:59]=[C:17]([NH:16][C:6]2[CH:7]=[CH:8][C:9]([N:10]3[CH:14]=[N:13][C:12]([CH3:15])=[N:11]3)=[C:4]([O:3][CH3:2])[CH:5]=2)[N:18]=1)[C:30]1[CH:31]=[CH:32][C:33]([S:36]([C:39]([F:42])([F:40])[F:41])(=[O:37])=[O:38])=[CH:34][CH:35]=1. (8) The product is: [Cl:1][C:2]1[N:3]([CH2:10][CH2:11][C@@H:12]([OH:13])[CH2:16][OH:15])[CH:4]=[C:5]([N+:7]([O-:9])=[O:8])[N:6]=1. Given the reactants [Cl:1][C:2]1[N:3]([CH2:10][CH2:11][C@@H:12]2[CH2:16][O:15]C(C)(C)[O:13]2)[CH:4]=[C:5]([N+:7]([O-:9])=[O:8])[N:6]=1.C(O)C.Cl, predict the reaction product.